Predict the reactants needed to synthesize the given product. From a dataset of Full USPTO retrosynthesis dataset with 1.9M reactions from patents (1976-2016). (1) Given the product [NH2:1][C:2]1[C:7]([C:8]#[N:9])=[C:6]([C:21]2[CH:26]=[CH:25][CH:24]=[CH:23][CH:22]=2)[N:5]=[C:4]([NH:11][C:12](=[O:14])[CH3:13])[CH:3]=1, predict the reactants needed to synthesize it. The reactants are: [NH2:1][C:2]1[C:7]([C:8]#[N:9])=[C:6](Br)[N:5]=[C:4]([NH:11][C:12](=[O:14])[CH3:13])[CH:3]=1.C([O-])([O-])=O.[Na+].[Na+].[C:21]1(OB(O)O)[CH:26]=[CH:25][CH:24]=[CH:23][CH:22]=1. (2) The reactants are: [OH:1][NH:2][C:3](=[NH:20])[C:4]1[CH:5]=[C:6]2[C:10](=[CH:11][CH:12]=1)[N:9]([CH2:13][CH2:14][C:15]([O:17][CH2:18][CH3:19])=[O:16])[N:8]=[CH:7]2.[Cl:21][C:22]1[CH:23]=[C:24]([CH:28]=[CH:29][C:30]=1[O:31][CH:32]([CH3:34])[CH3:33])[C:25](O)=O.C(Cl)CCl.C1C=CC2N(O)N=NC=2C=1. Given the product [Cl:21][C:22]1[CH:23]=[C:24]([C:25]2[O:1][N:2]=[C:3]([C:4]3[CH:5]=[C:6]4[C:10](=[CH:11][CH:12]=3)[N:9]([CH2:13][CH2:14][C:15]([O:17][CH2:18][CH3:19])=[O:16])[N:8]=[CH:7]4)[N:20]=2)[CH:28]=[CH:29][C:30]=1[O:31][CH:32]([CH3:33])[CH3:34], predict the reactants needed to synthesize it. (3) The reactants are: C(N[C:5]1[C:14]([N+:15]([O-:17])=[O:16])=[CH:13][CH:12]=[CH:11][C:6]=1[C:7]([O:9]C)=[O:8])(=O)C.[OH-].[K+].Cl.N([O-])=O.[Na+].[I-:25].[K+].II. Given the product [I:25][C:5]1[C:14]([N+:15]([O-:17])=[O:16])=[CH:13][CH:12]=[CH:11][C:6]=1[C:7]([OH:9])=[O:8], predict the reactants needed to synthesize it. (4) The reactants are: [N:1]([CH2:4][CH2:5][C@H:6]([NH:17][C:18]([C:20]1[C:21]2[CH:28]=[N:27][N:26]([C:29]3[CH:34]=[CH:33][C:32]([F:35])=[CH:31][CH:30]=3)[C:22]=2[CH:23]=[N:24][CH:25]=1)=[O:19])[C:7]1[CH:12]=[CH:11][N:10]=[C:9]([S:13]([CH3:16])(=[O:15])=[O:14])[CH:8]=1)=[N+]=[N-].C1(P(C2C=CC=CC=2)C2C=CC=CC=2)C=CC=CC=1.O.C(#N)C. Given the product [NH2:1][CH2:4][CH2:5][C@H:6]([NH:17][C:18]([C:20]1[C:21]2[CH:28]=[N:27][N:26]([C:29]3[CH:30]=[CH:31][C:32]([F:35])=[CH:33][CH:34]=3)[C:22]=2[CH:23]=[N:24][CH:25]=1)=[O:19])[C:7]1[CH:12]=[CH:11][N:10]=[C:9]([S:13]([CH3:16])(=[O:14])=[O:15])[CH:8]=1, predict the reactants needed to synthesize it. (5) Given the product [CH3:38][O:39][C:40]([C:42]1[C:50]2[N:49]=[C:48]([NH:51][C:11]([C:3]3[N:2]=[CH:1][C:10]4[C:5]([CH:4]=3)=[CH:6][CH:7]=[CH:8][CH:9]=4)=[O:13])[NH:47][C:46]=2[CH:45]=[CH:44][CH:43]=1)=[O:41], predict the reactants needed to synthesize it. The reactants are: [CH:1]1[C:10]2[C:5](=[CH:6][CH:7]=[CH:8][CH:9]=2)[CH:4]=[C:3]([C:11]([OH:13])=O)[N:2]=1.CN(C(ON1N=NC2C=CC=CC1=2)=[N+](C)C)C.F[P-](F)(F)(F)(F)F.[CH3:38][O:39][C:40]([C:42]1[C:50]2[NH:49][C:48]([NH2:51])=[N:47][C:46]=2[CH:45]=[CH:44][CH:43]=1)=[O:41]. (6) Given the product [NH2:15][C:7]1[CH:8]=[C:9]([C:12](=[O:14])[CH3:13])[CH:10]=[CH:11][C:6]=1[NH:5][CH2:1][CH:2]([CH3:3])[CH3:4], predict the reactants needed to synthesize it. The reactants are: [CH2:1]([NH:5][C:6]1[CH:11]=[CH:10][C:9]([C:12](=[O:14])[CH3:13])=[CH:8][C:7]=1[N+:15]([O-])=O)[CH:2]([CH3:4])[CH3:3].